This data is from Forward reaction prediction with 1.9M reactions from USPTO patents (1976-2016). The task is: Predict the product of the given reaction. (1) Given the reactants [CH3:1][O-:2].[Na+].[Br:4][C:5]1[C:10]([F:11])=[C:9](F)[CH:8]=[CH:7][C:6]=1[N+:13]([O-:15])=[O:14], predict the reaction product. The product is: [Br:4][C:5]1[C:10]([F:11])=[C:9]([O:2][CH3:1])[CH:8]=[CH:7][C:6]=1[N+:13]([O-:15])=[O:14]. (2) Given the reactants [F:1][C:2]1[CH:14]=[CH:13][C:5]([C:6](=[O:12])[NH:7][CH2:8][C:9]([OH:11])=O)=[CH:4][CH:3]=1.[C:15]1([CH:21]([NH2:27])[C:22]2[S:23][CH:24]=[CH:25][CH:26]=2)[CH:20]=[CH:19][CH:18]=[CH:17][CH:16]=1, predict the reaction product. The product is: [F:1][C:2]1[CH:3]=[CH:4][C:5]([C:6]([NH:7][CH2:8][C:9](=[O:11])[NH:27][CH:21]([C:15]2[CH:20]=[CH:19][CH:18]=[CH:17][CH:16]=2)[C:22]2[S:23][CH:24]=[CH:25][CH:26]=2)=[O:12])=[CH:13][CH:14]=1. (3) Given the reactants [CH2:1]([O:3][C:4]([C:6]1([CH3:27])[CH2:11][CH2:10][N:9]([C:12]2[CH2:26][C:15]3([CH2:18][N:17](C(OC(C)(C)C)=O)[CH2:16]3)[O:14][N:13]=2)[CH2:8][CH2:7]1)=[O:5])[CH3:2].[CH:28]1([C:31]2[C:36]([C:37]3[CH:42]=[CH:41][C:40]([F:43])=[CH:39][CH:38]=3)=[C:35]([CH3:44])[C:34]([O:45][CH2:46][CH3:47])=[C:33]([CH:48]=O)[CH:32]=2)[CH2:30][CH2:29]1, predict the reaction product. The product is: [CH:28]1([C:31]2[C:36]([C:37]3[CH:42]=[CH:41][C:40]([F:43])=[CH:39][CH:38]=3)=[C:35]([CH3:44])[C:34]([O:45][CH2:46][CH3:47])=[C:33]([CH2:48][N:17]3[CH2:16][C:15]4([CH2:26][C:12]([N:9]5[CH2:8][CH2:7][C:6]([CH3:27])([C:4]([O:3][CH2:1][CH3:2])=[O:5])[CH2:11][CH2:10]5)=[N:13][O:14]4)[CH2:18]3)[CH:32]=2)[CH2:30][CH2:29]1. (4) Given the reactants [S:1](Cl)([CH3:4])(=[O:3])=[O:2].C(N(CC)CC)C.[CH2:13]([OH:20])[C:14]1[CH:19]=[CH:18][CH:17]=[CH:16][CH:15]=1, predict the reaction product. The product is: [CH2:13]([O:20][S:1]([CH3:4])(=[O:3])=[O:2])[C:14]1[CH:19]=[CH:18][CH:17]=[CH:16][CH:15]=1. (5) Given the reactants [CH3:1][C:2]1([CH3:31])[CH2:11][CH:10]=[C:9]([C:12]2[CH:13]=[N:14][CH:15]=[CH:16][CH:17]=2)[C:8]2[CH:7]=[C:6]([C:18]#[C:19][C:20]3[CH:30]=[CH:29][C:23]([C:24]([O:26]CC)=[O:25])=[CH:22][CH:21]=3)[CH:5]=[CH:4][C:3]1=2.[OH-].[Na+].Cl, predict the reaction product. The product is: [CH3:1][C:2]1([CH3:31])[CH2:11][CH:10]=[C:9]([C:12]2[CH:13]=[N:14][CH:15]=[CH:16][CH:17]=2)[C:8]2[CH:7]=[C:6]([C:18]#[C:19][C:20]3[CH:21]=[CH:22][C:23]([C:24]([OH:26])=[O:25])=[CH:29][CH:30]=3)[CH:5]=[CH:4][C:3]1=2. (6) Given the reactants [C:1]1(=[O:11])[NH:5][C:4](=[O:6])[C:3]2=[CH:7][CH:8]=[CH:9][CH:10]=[C:2]12.[K].[CH2:13]([O:15][C:16](=[O:36])[N:17]([CH2:31][C@@H:32]([OH:35])[CH2:33]Cl)[C:18]1[CH:23]=[CH:22][C:21]([N:24]2[CH2:29][CH2:28][O:27][CH2:26][CH2:25]2)=[C:20]([F:30])[CH:19]=1)[CH3:14].O, predict the reaction product. The product is: [CH2:13]([O:15][C:16](=[O:36])[N:17]([CH2:31][C@H:32]([OH:35])[CH2:33][N:5]1[C:1](=[O:11])[C:2]2=[CH:10][CH:9]=[CH:8][CH:7]=[C:3]2[C:4]1=[O:6])[C:18]1[CH:23]=[CH:22][C:21]([N:24]2[CH2:25][CH2:26][O:27][CH2:28][CH2:29]2)=[C:20]([F:30])[CH:19]=1)[CH3:14].